Predict the reactants needed to synthesize the given product. From a dataset of Full USPTO retrosynthesis dataset with 1.9M reactions from patents (1976-2016). (1) Given the product [CH2:30]([OH:38])[CH2:31][CH2:32][CH2:33][CH2:34][CH2:35][CH2:36][CH3:37].[OH2:15], predict the reactants needed to synthesize it. The reactants are: C1N(CC(O)=[O:15])CCN(CC([O-])=O)CCN(CC([O-])=O)CCN(CC([O-])=O)C1.[Gd+3].[CH2:30]([OH:38])[CH2:31][CH2:32][CH2:33][CH2:34][CH2:35][CH2:36][CH3:37]. (2) Given the product [F:46][C:47]1[CH:52]=[CH:51][C:50]([C:53]2[O:54][C:55]3[CH:65]=[C:64]([N:66]([CH2:71][CH2:72][OH:73])[S:67]([CH3:70])(=[O:69])=[O:68])[C:63]([C:74]4[CH:82]=[CH:81][CH:80]=[C:76]([C:77](=[O:78])[NH:12][C:9]5([C:4]6[CH:5]=[CH:6][CH:7]=[CH:8][N:3]=6)[CH2:11][CH2:10]5)[CH:75]=4)=[CH:62][C:56]=3[C:57]=2[C:58]([NH:59][CH3:60])=[O:61])=[CH:49][CH:48]=1, predict the reactants needed to synthesize it. The reactants are: Cl.Cl.[N:3]1[CH:8]=[CH:7][CH:6]=[CH:5][C:4]=1[C:9]1([NH2:12])[CH2:11][CH2:10]1.CN(C(ON1N=NC2C=CC=NC1=2)=[N+](C)C)C.F[P-](F)(F)(F)(F)F.CCN(C(C)C)C(C)C.[F:46][C:47]1[CH:52]=[CH:51][C:50]([C:53]2[O:54][C:55]3[CH:65]=[C:64]([N:66]([CH2:71][CH2:72][OH:73])[S:67]([CH3:70])(=[O:69])=[O:68])[C:63]([C:74]4[CH:75]=[C:76]([CH:80]=[CH:81][CH:82]=4)[C:77](O)=[O:78])=[CH:62][C:56]=3[C:57]=2[C:58](=[O:61])[NH:59][CH3:60])=[CH:49][CH:48]=1. (3) Given the product [C:4]([C:3]1[C:2]([CH:1]=[O:14])=[N:12][CH:11]=[CH:10][CH:9]=1)([O:6][CH2:7][CH3:8])=[O:5], predict the reactants needed to synthesize it. The reactants are: [CH3:1][C:2]1[N:12]=[CH:11][CH:10]=[CH:9][C:3]=1[C:4]([O:6][CH2:7][CH3:8])=[O:5].[Se](=O)=[O:14]. (4) Given the product [CH3:31][C:32]1[CH:33]=[CH:34][C:35]([S:8]([O:11][CH2:12][CH:13]2[CH2:17][C:16]3[CH:18]=[C:19]([Cl:30])[CH:20]=[C:21]([C:52]4[CH:53]=[CH:54][CH:55]=[C:50]([CH3:47])[CH:51]=4)[C:15]=3[O:14]2)(=[O:9])=[O:10])=[CH:36][CH:37]=1, predict the reactants needed to synthesize it. The reactants are: CC1C=CC([S:8]([O:11][CH2:12][CH:13]2[CH2:17][C:16]3[CH:18]=[C:19]([Cl:30])[CH:20]=[C:21](OS(C(F)(F)F)(=O)=O)[C:15]=3[O:14]2)(=[O:10])=[O:9])=CC=1.[CH3:31][C:32]1[CH:33]=[C:34](B(O)O)[CH:35]=[CH:36][CH:37]=1.C(=O)([O-])[O-].[K+].[K+].[CH:47]([C:50]1[CH:55]=[CH:54][CH:53]=[CH:52][C:51]=1B1OC(C)(C)C(C)(C)O1)(C)C. (5) Given the product [CH3:21][Si:22]([C:25]#[C:26][C:2]1[CH:3]=[C:4]([O:8][CH:9]([CH2:19][CH3:20])[C:10]([NH:12][C:13]([CH3:18])([CH3:17])[C:14]#[C:15][CH3:16])=[O:11])[CH:5]=[N:6][CH:7]=1)([CH3:24])[CH3:23], predict the reactants needed to synthesize it. The reactants are: Br[C:2]1[CH:3]=[C:4]([O:8][CH:9]([CH2:19][CH3:20])[C:10]([NH:12][C:13]([CH3:18])([CH3:17])[C:14]#[C:15][CH3:16])=[O:11])[CH:5]=[N:6][CH:7]=1.[CH3:21][Si:22]([C:25]#[CH:26])([CH3:24])[CH3:23]. (6) Given the product [CH3:1][N:2]([CH3:23])[C:3]1[CH:4]=[CH:5][C:6]([C:13]2[S:14][C:15]3[CH:21]([OH:22])[CH2:20][CH2:19][CH2:18][C:16]=3[N:17]=2)=[C:7]([CH:12]=1)[C:8]([OH:10])=[O:9], predict the reactants needed to synthesize it. The reactants are: [CH3:1][N:2]([CH3:23])[C:3]1[CH:4]=[CH:5][C:6]([C:13]2[S:14][C:15]3[CH:21]([OH:22])[CH2:20][CH2:19][CH2:18][C:16]=3[N:17]=2)=[C:7]([CH:12]=1)[C:8]([O:10]C)=[O:9].[Li+].[OH-].C(O)(=O)CC(CC(O)=O)(C(O)=O)O. (7) Given the product [CH2:3]([O:10][C:12]1[CH:19]=[CH:18][C:17]([F:20])=[CH:16][C:13]=1[C:14]#[N:15])[C:4]1[CH:9]=[CH:8][CH:7]=[CH:6][CH:5]=1, predict the reactants needed to synthesize it. The reactants are: [H-].[Na+].[CH2:3]([OH:10])[C:4]1[CH:9]=[CH:8][CH:7]=[CH:6][CH:5]=1.F[C:12]1[CH:19]=[CH:18][C:17]([F:20])=[CH:16][C:13]=1[C:14]#[N:15].